From a dataset of Reaction yield outcomes from USPTO patents with 853,638 reactions. Predict the reaction yield, written as a fraction of the theoretical maximum amount of product (1.0 means a 100% yield; for example, 0.34 means a 34% yield). (1) The reactants are [H-].[Na+].C(OC([NH:10][C@H:11]1[CH2:16][CH2:15][C@@H:14]([CH2:17][OH:18])[CH2:13][CH2:12]1)=O)(C)(C)C.[CH2:19]1OCCOCCOCCOCCOC1.CI. The catalyst is C1COCC1. The product is [CH3:19][O:18][CH2:17][C@@H:14]1[CH2:13][CH2:12][C@H:11]([NH2:10])[CH2:16][CH2:15]1. The yield is 0.790. (2) The reactants are [CH:1]1[C:6]([C:7]([CH2:9]Br)=O)=[CH:5][CH:4]=[C:3]([C:11]([F:14])([F:13])[F:12])[CH:2]=1.[CH3:15][C:16]1([CH3:25])[O:20][CH:19]([CH2:21][C:22]([NH2:24])=[O:23])[CH2:18][O:17]1. The catalyst is O. The product is [CH3:15][C:16]1([CH3:25])[O:20][CH:19]([CH2:21][C:22]2[O:23][CH:9]=[C:7]([C:6]3[CH:5]=[CH:4][C:3]([C:11]([F:14])([F:13])[F:12])=[CH:2][CH:1]=3)[N:24]=2)[CH2:18][O:17]1. The yield is 0.150. (3) The reactants are [C:1]([O:4][C@H:5]([C:8]#[C:9][C:10]#[C:11][C@H:12]([NH2:22])[CH2:13][CH2:14][CH2:15][CH2:16][CH2:17][CH2:18][CH2:19][CH2:20][CH3:21])[CH:6]=[CH2:7])(=[O:3])[CH3:2].[CH:23](=O)[CH2:24][CH2:25][CH3:26].[BH4-].[Na+]. The catalyst is CO.CCOC(C)=O. The product is [C:1]([O:4][C@H:5]([C:8]#[C:9][C:10]#[C:11][C@H:12]([NH:22][CH2:23][CH2:24][CH2:25][CH3:26])[CH2:13][CH2:14][CH2:15][CH2:16][CH2:17][CH2:18][CH2:19][CH2:20][CH3:21])[CH:6]=[CH2:7])(=[O:3])[CH3:2]. The yield is 0.353. (4) The reactants are [H-].[Na+].C[CH:4]([CH2:8][CH3:9])[CH2:5][CH:6]=[O:7]. The catalyst is CCCCCC.C(COC)OC. The product is [CH3:4][CH:9]([CH2:5][CH3:6])[CH2:8][CH:4]=[CH:5][C:6]([O:7][CH2:9][CH3:8])=[O:7]. The yield is 0.610.